Dataset: Full USPTO retrosynthesis dataset with 1.9M reactions from patents (1976-2016). Task: Predict the reactants needed to synthesize the given product. (1) Given the product [NH2:14][C:3]1[N:4]=[CH:5][C:6]([CH:8]2[CH2:9][CH2:10][N:11]([C:24](=[O:26])[CH3:25])[CH2:12][CH2:13]2)=[N:7][C:2]=1[Br:1], predict the reactants needed to synthesize it. The reactants are: [Br:1][C:2]1[C:3]([NH2:14])=[N:4][CH:5]=[C:6]([CH:8]2[CH2:13][CH2:12][NH:11][CH2:10][CH2:9]2)[N:7]=1.CCN(C(C)C)C(C)C.[C:24](Cl)(=[O:26])[CH3:25]. (2) Given the product [CH:29]1([C:33]2[CH:38]=[CH:37][C:36]([B:16]([OH:21])[OH:17])=[C:35]([F:39])[C:34]=2[O:40][CH3:41])[CH2:30][CH2:31][CH2:32]1, predict the reactants needed to synthesize it. The reactants are: CC1(C)CCCC(C)(C)N1.[Li]CCCC.[B:16](OC(C)C)([O:21]C(C)C)[O:17]C(C)C.[CH:29]1([C:33]2[CH:38]=[CH:37][CH:36]=[C:35]([F:39])[C:34]=2[O:40][CH3:41])[CH2:32][CH2:31][CH2:30]1.[NH4+].[Cl-]. (3) Given the product [F:18][CH:15]([CH3:16])[CH2:14][CH2:13][CH2:12][CH2:11][N:9]1[CH:10]=[C:6]([N+:3]([O-:5])=[O:4])[CH:7]=[N:8]1, predict the reactants needed to synthesize it. The reactants are: N#N.[N+:3]([C:6]1[CH:7]=[N:8][N:9]([CH2:11][CH2:12][CH2:13][CH2:14][CH:15](O)[CH3:16])[CH:10]=1)([O-:5])=[O:4].[F:18]C(F)(S(F)(=O)=O)C(F)(F)C(F)(F)C(F)(F)F.F.F.F.C(N(CC)CC)C. (4) The reactants are: [C:1]([O-:13])(=[O:12])[CH:2]([CH:4](CC([O-])=O)[C:5]([O-:7])=[O:6])O.[C:14]([O-:18])(=[O:17])[CH:15]=[O:16].C(O)(=O)CC(CC(O)=O)(C(O)=O)O. Given the product [C:1]([O-:13])(=[O:12])[CH2:2][CH2:4][C:5]([O-:7])=[O:6].[C:14]([O-:18])(=[O:17])[CH:15]=[O:16], predict the reactants needed to synthesize it.